Dataset: Full USPTO retrosynthesis dataset with 1.9M reactions from patents (1976-2016). Task: Predict the reactants needed to synthesize the given product. (1) Given the product [Br:1][C:2]1[CH:11]=[C:10]2[C:5]([CH:6]=[C:7]([NH:13][C:14]3[CH:18]=[C:17]([CH3:19])[NH:16][N:15]=3)[N:8]=[C:9]2[O:23][CH:20]([CH3:22])[CH3:21])=[CH:4][CH:3]=1, predict the reactants needed to synthesize it. The reactants are: [Br:1][C:2]1[CH:11]=[C:10]2[C:5]([CH:6]=[C:7]([NH:13][C:14]3[CH:18]=[C:17]([CH3:19])[NH:16][N:15]=3)[N:8]=[C:9]2Cl)=[CH:4][CH:3]=1.[CH:20]([OH:23])([CH3:22])[CH3:21]. (2) Given the product [ClH:1].[Cl:36][C:33]1[CH:34]=[CH:35][C:29]([F:28])=[C:30]([NH:31][C:2]2[C:11]3[C:6](=[CH:7][C:8]([O:14][CH:15]4[CH2:16][CH2:17][NH:18][CH2:19][CH2:20]4)=[C:9]([O:12][CH3:13])[CH:10]=3)[N:5]=[CH:4][N:3]=2)[CH:32]=1, predict the reactants needed to synthesize it. The reactants are: [Cl:1][C:2]1[C:11]2[C:6](=[CH:7][C:8]([O:14][CH:15]3[CH2:20][CH2:19][N:18](C(OC(C)(C)C)=O)[CH2:17][CH2:16]3)=[C:9]([O:12][CH3:13])[CH:10]=2)[N:5]=[CH:4][N:3]=1.[F:28][C:29]1[CH:35]=[CH:34][C:33]([Cl:36])=[CH:32][C:30]=1[NH2:31].Cl.ClC1C=C(NC2C3C(=CC(OC4CCNCC4)=C(OC)C=3)N=CN=2)C=CC=1F.